This data is from Catalyst prediction with 721,799 reactions and 888 catalyst types from USPTO. The task is: Predict which catalyst facilitates the given reaction. (1) Reactant: Br[C:2]1[CH:22]=[C:21]([CH3:23])[C:5]([O:6][C@H:7]2[CH2:12][CH2:11][N:10]([C:13]([O:15][C:16]([CH3:19])([CH3:18])[CH3:17])=[O:14])[CH2:9][C@H:8]2[F:20])=[C:4]([C:24]#[N:25])[CH:3]=1.C([O-])(=O)C.[K+].[B:31]1([B:31]2[O:35][C:34]([CH3:37])([CH3:36])[C:33]([CH3:39])([CH3:38])[O:32]2)[O:35][C:34]([CH3:37])([CH3:36])[C:33]([CH3:39])([CH3:38])[O:32]1. Product: [C:24]([C:4]1[CH:3]=[C:2]([B:31]2[O:35][C:34]([CH3:37])([CH3:36])[C:33]([CH3:39])([CH3:38])[O:32]2)[CH:22]=[C:21]([CH3:23])[C:5]=1[O:6][C@H:7]1[CH2:12][CH2:11][N:10]([C:13]([O:15][C:16]([CH3:19])([CH3:17])[CH3:18])=[O:14])[CH2:9][C@H:8]1[F:20])#[N:25]. The catalyst class is: 294. (2) Reactant: [Cl:1][C:2]1[CH:21]=[C:20]([Cl:22])[CH:19]=[CH:18][C:3]=1[CH2:4][N:5]1[C:9]([CH2:10][CH2:11][CH2:12][OH:13])=[CH:8][C:7]([O:14][CH:15]([CH3:17])[CH3:16])=[N:6]1.[CH2:23]([C:30]1[S:31][C:32]([C:36]([O:38][CH2:39][CH3:40])=[O:37])=[C:33](O)[N:34]=1)[C:24]1[CH:29]=[CH:28][CH:27]=[CH:26][CH:25]=1.N(C(N1CCCCC1)=O)=NC(N1CCCCC1)=O.C(P(CCCC)CCCC)CCC. Product: [CH2:23]([C:30]1[S:31][C:32]([C:36]([O:38][CH2:39][CH3:40])=[O:37])=[C:33]([O:13][CH2:12][CH2:11][CH2:10][C:9]2[N:5]([CH2:4][C:3]3[CH:18]=[CH:19][C:20]([Cl:22])=[CH:21][C:2]=3[Cl:1])[N:6]=[C:7]([O:14][CH:15]([CH3:17])[CH3:16])[CH:8]=2)[N:34]=1)[C:24]1[CH:25]=[CH:26][CH:27]=[CH:28][CH:29]=1. The catalyst class is: 7.